From a dataset of Full USPTO retrosynthesis dataset with 1.9M reactions from patents (1976-2016). Predict the reactants needed to synthesize the given product. (1) Given the product [CH3:21][C:6]1[CH:5]=[C:4]([C:22]2[CH:23]=[CH:24][CH:25]=[CH:26][CH:27]=2)[CH:3]=[C:2]([CH3:1])[C:7]=1[CH:8]1[C:12](=[O:13])[CH:11]([CH2:14][CH:15]2[CH2:19][CH2:18][O:17][CH2:16]2)[CH2:10][C:9]1=[O:20], predict the reactants needed to synthesize it. The reactants are: [CH3:1][C:2]1[CH:3]=[C:4]([C:22]2[CH:27]=[CH:26][CH:25]=[CH:24][CH:23]=2)[CH:5]=[C:6]([CH3:21])[C:7]=1[CH:8]1[C:12](=[O:13])[C:11](=[CH:14][CH:15]2[CH2:19][CH2:18][O:17][CH2:16]2)[CH2:10][C:9]1=[O:20].[H][H]. (2) Given the product [C:6]([C@H:4]([C@@H:2]([C:1]([OH:10])=[O:9])[OH:3])[OH:5])([OH:8])=[O:7].[N:11]1[CH:16]=[CH:15][CH:14]=[C:13]([CH2:17][C@H:18]2[C@H:23]([NH:24][C:25]([C:27]3[O:28][C:29]4[CH:35]=[CH:34][CH:33]=[CH:32][C:30]=4[CH:31]=3)=[O:26])[CH:22]3[CH2:36][CH2:37][N:19]2[CH2:20][CH2:21]3)[CH:12]=1, predict the reactants needed to synthesize it. The reactants are: [C:1]([OH:10])(=[O:9])[CH:2]([CH:4]([C:6]([OH:8])=[O:7])[OH:5])[OH:3].[N:11]1[CH:16]=[CH:15][CH:14]=[C:13]([CH2:17][C@H:18]2[C@H:23]([NH:24][C:25]([C:27]3[O:28][C:29]4[CH:35]=[CH:34][CH:33]=[CH:32][C:30]=4[CH:31]=3)=[O:26])[CH:22]3[CH2:36][CH2:37][N:19]2[CH2:20][CH2:21]3)[CH:12]=1.C(OCC)(=O)C. (3) The reactants are: [Cl:1][C:2]1[CH:7]=[CH:6][C:5](B(O)O)=[CH:4][CH:3]=1.Cl.N[CH:13]1[CH2:18][CH2:17][CH2:16][CH2:15][CH:14]1[OH:19].C[Si](C)(C)N[Si](C)(C)C.[Na].BrCC1CCCCO1. Given the product [Cl:1][C:2]1[CH:7]=[CH:6][C:5]([CH2:15][CH:16]2[CH2:17][CH2:18][CH2:13][CH2:14][O:19]2)=[CH:4][CH:3]=1, predict the reactants needed to synthesize it.